From a dataset of Forward reaction prediction with 1.9M reactions from USPTO patents (1976-2016). Predict the product of the given reaction. (1) Given the reactants [OH:1][CH2:2][C@@H:3]1[CH2:8][CH2:7][CH2:6][CH2:5][C@H:4]1[NH:9][S:10]([C:13]1[CH:14]=[N:15][C:16]([C:19]([F:22])([F:21])[F:20])=[CH:17][CH:18]=1)(=[O:12])=[O:11].C(=O)([O-])[O-].[Cs+].[Cs+].Br[CH2:30][C:31]1[CH:36]=[CH:35][C:34]([C:37]2[O:38][CH:39]=[CH:40][N:41]=2)=[C:33]([F:42])[C:32]=1[F:43].ClC1C=CC(S(N(CC2C=CC(C3OC=CN=3)=C(F)C=2F)[C@@H]2CCCC[C@H]2CO)(=O)=O)=CC=1, predict the reaction product. The product is: [F:43][C:32]1[C:33]([F:42])=[C:34]([C:37]2[O:38][CH:39]=[CH:40][N:41]=2)[CH:35]=[CH:36][C:31]=1[CH2:30][N:9]([C@@H:4]1[CH2:5][CH2:6][CH2:7][CH2:8][C@H:3]1[CH2:2][OH:1])[S:10]([C:13]1[CH:14]=[N:15][C:16]([C:19]([F:22])([F:21])[F:20])=[CH:17][CH:18]=1)(=[O:12])=[O:11]. (2) The product is: [CH3:25][O:24][C:14]1[CH:13]=[C:12]([NH:11][C:4]2[C:5]3[N:10]=[CH:9][S:8][C:6]=3[N:7]=[C:2]([C:34]3[CH:43]=[CH:42][C:37]([C:38]([O:40][CH3:41])=[O:39])=[CH:36][CH:35]=3)[N:3]=2)[CH:17]=[C:16]([N:18]2[CH2:22][CH2:21][CH2:20][C@@H:19]2[CH3:23])[CH:15]=1. Given the reactants Cl[C:2]1[N:3]=[C:4]([NH:11][C:12]2[CH:17]=[C:16]([N:18]3[CH2:22][CH2:21][CH2:20][C@@H:19]3[CH3:23])[CH:15]=[C:14]([O:24][CH3:25])[CH:13]=2)[C:5]2[N:10]=[CH:9][S:8][C:6]=2[N:7]=1.CC1(C)C(C)(C)OB([C:34]2[CH:43]=[CH:42][C:37]([C:38]([O:40][CH3:41])=[O:39])=[CH:36][CH:35]=2)O1.CC(C1C=C(C(C)C)C(C2C=CC=CC=2P(C2CCCCC2)C2CCCCC2)=C(C(C)C)C=1)C.C([O-])([O-])=O.[Na+].[Na+], predict the reaction product.